Predict the reaction yield, written as a fraction of the theoretical maximum amount of product (1.0 means a 100% yield; for example, 0.34 means a 34% yield). From a dataset of Reaction yield outcomes from USPTO patents with 853,638 reactions. (1) The reactants are COC1C=CC(C[N:8]2[CH:12]=[C:11]([C:13]3[N:14]=[C:15]([NH:20][C:21]4[N:26]=[CH:25][C:24]([F:27])=[CH:23][N:22]=4)[S:16][C:17]=3[CH2:18]O)[C:10]([CH:28]([OH:31])[CH2:29][CH3:30])=[N:9]2)=CC=1. The catalyst is C(O)(C(F)(F)F)=O. The product is [CH2:29]([CH:28]1[C:10]2[C:11](=[CH:12][NH:8][N:9]=2)[C:13]2[N:14]=[C:15]([NH:20][C:21]3[N:22]=[CH:23][C:24]([F:27])=[CH:25][N:26]=3)[S:16][C:17]=2[CH2:18][O:31]1)[CH3:30]. The yield is 0.120. (2) The yield is 0.788. The reactants are CI.[O:3]=[C:4]([N:22]1[CH2:27][CH2:26][N:25]([C:28](=[O:39])[C:29]2[CH:34]=[CH:33][CH:32]=[CH:31][C:30]=2[C:35]([F:38])([F:37])[F:36])[CH2:24][CH2:23]1)[CH2:5][NH:6][C:7]([C:9]1[CH:14]=[CH:13][C:12]([C:15]2[CH:20]=[CH:19][CH:18]=[CH:17][CH:16]=2)=[CH:11][C:10]=1[OH:21])=[O:8].[C:40]([O-])([O-])=O.[K+].[K+]. The catalyst is CN(C=O)C. The product is [O:3]=[C:4]([N:22]1[CH2:27][CH2:26][N:25]([C:28](=[O:39])[C:29]2[CH:34]=[CH:33][CH:32]=[CH:31][C:30]=2[C:35]([F:37])([F:38])[F:36])[CH2:24][CH2:23]1)[CH2:5][NH:6][C:7]([C:9]1[CH:14]=[CH:13][C:12]([C:15]2[CH:16]=[CH:17][CH:18]=[CH:19][CH:20]=2)=[CH:11][C:10]=1[O:21][CH3:40])=[O:8]. (3) The reactants are [CH2:1]([O:3][C:4](=[O:13])[CH2:5][C@H:6]1[CH2:11][CH2:10][C@H:9]([NH2:12])[CH2:8][CH2:7]1)[CH3:2].[C:14]([O:18][C:19](O[C:19]([O:18][C:14]([CH3:17])([CH3:16])[CH3:15])=[O:20])=[O:20])([CH3:17])([CH3:16])[CH3:15].C(N(CC)CC)C.O. The catalyst is ClCCl.CN(C)C1C=CN=CC=1. The product is [CH2:1]([O:3][C:4](=[O:13])[CH2:5][C@H:6]1[CH2:7][CH2:8][C@H:9]([NH:12][C:19]([O:18][C:14]([CH3:17])([CH3:16])[CH3:15])=[O:20])[CH2:10][CH2:11]1)[CH3:2]. The yield is 0.600. (4) The reactants are [H-].[Na+].[CH3:3][N:4]([CH3:8])[CH2:5][CH2:6][OH:7].[Br:9][C:10]1[CH:15]=[CH:14][C:13]([N+:16]([O-:18])=[O:17])=[C:12](F)[CH:11]=1.O. The catalyst is C1COCC1. The product is [Br:9][C:10]1[CH:11]=[CH:12][C:13]([N+:16]([O-:18])=[O:17])=[C:14]([CH:15]=1)[O:7][CH2:6][CH2:5][N:4]([CH3:8])[CH3:3]. The yield is 0.870. (5) The reactants are [CH3:13][C:12]([O:11][C:9](O[C:9]([O:11][C:12]([CH3:15])([CH3:14])[CH3:13])=[O:10])=[O:10])([CH3:15])[CH3:14].[OH-].[Na+].O.[NH2:19][CH2:20][CH2:21][CH2:22][CH2:23][CH2:24][CH2:25][CH2:26][CH2:27][CH2:28][CH2:29][CH2:30][C:31]([OH:33])=[O:32]. The catalyst is O1CCOCC1. The product is [NH2:19][CH2:20][CH2:21][CH2:22][CH2:23][CH2:24][CH2:25][CH2:26][CH2:27][CH2:28][CH2:29][CH:30]([C:9]([O:11][C:12]([CH3:13])([CH3:14])[CH3:15])=[O:10])[C:31]([OH:33])=[O:32]. The yield is 0.730. (6) The reactants are [Br:1][C:2]1[C:3]([O:11][CH3:12])=[C:4]([C:7]([O:9]C)=[O:8])[S:5][CH:6]=1.[OH-].[K+]. The catalyst is CO.O. The product is [Br:1][C:2]1[C:3]([O:11][CH3:12])=[C:4]([C:7]([OH:9])=[O:8])[S:5][CH:6]=1. The yield is 0.940. (7) The reactants are [NH2:1][C:2]1[N:6]([C:7]2[CH:12]=[CH:11][CH:10]=[CH:9][C:8]=2O)[N:5]=[C:4]([C:14]([CH3:17])([CH3:16])[CH3:15])[CH:3]=1.C1(P(C2C=CC=CC=2)C2C=CC=CC=2)C=CC=CC=1.[CH2:37]([O:44][CH2:45][C@H:46]([OH:48])[CH3:47])[C:38]1[CH:43]=[CH:42][CH:41]=[CH:40][CH:39]=1.CC(OC(/N=N/C(OC(C)C)=O)=O)C. The catalyst is C1COCC1.O. The product is [CH2:37]([O:44][CH2:45][C@H:46]([CH3:47])[O:48][C:9]1[CH:8]=[C:7]([N:6]2[C:2]([NH2:1])=[CH:3][C:4]([C:14]([CH3:17])([CH3:16])[CH3:15])=[N:5]2)[CH:12]=[CH:11][CH:10]=1)[C:38]1[CH:43]=[CH:42][CH:41]=[CH:40][CH:39]=1. The yield is 0.480. (8) The reactants are [NH:1]1[CH2:5][CH2:4][CH2:3][C:2]1=[O:6].[C:7]1([C@@H:13]([NH:16][C:17]([C:19]2[C:28]3[C:23](=[CH:24][CH:25]=[CH:26][CH:27]=3)[C:22](=[O:29])[N:21]([C:30]3[CH:35]=[CH:34][CH:33]=[CH:32][CH:31]=3)[C:20]=2[CH2:36]Br)=[O:18])[CH2:14][CH3:15])[CH:12]=[CH:11][CH:10]=[CH:9][CH:8]=1.C(O)(=O)C. The catalyst is O1CCCC1. The product is [C:7]1([C@@H:13]([NH:16][C:17]([C:19]2[C:28]3[C:23](=[CH:24][CH:25]=[CH:26][CH:27]=3)[C:22](=[O:29])[N:21]([C:30]3[CH:35]=[CH:34][CH:33]=[CH:32][CH:31]=3)[C:20]=2[CH2:36][N:1]2[CH2:5][CH2:4][CH2:3][C:2]2=[O:6])=[O:18])[CH2:14][CH3:15])[CH:12]=[CH:11][CH:10]=[CH:9][CH:8]=1. The yield is 0.560.